Dataset: Reaction yield outcomes from USPTO patents with 853,638 reactions. Task: Predict the reaction yield, written as a fraction of the theoretical maximum amount of product (1.0 means a 100% yield; for example, 0.34 means a 34% yield). (1) The reactants are [F:1][C:2]1[C:3]([NH:18][C:19]2[CH:24]=[CH:23][C:22]([I:25])=[CH:21][C:20]=2[F:26])=[C:4]([C:9]([N:11]2[CH2:14][CH:13]([C:15]([OH:17])=O)[CH2:12]2)=[O:10])[CH:5]=[CH:6][C:7]=1[F:8].CN(C(ON1N=NC2C=CC=CC1=2)=[N+](C)C)C.F[P-](F)(F)(F)(F)F.[NH2:51][CH2:52][CH2:53][OH:54].CN1CCOCC1. The catalyst is CN(C)C=O.C(Cl)(Cl)Cl. The product is [F:1][C:2]1[C:3]([NH:18][C:19]2[CH:24]=[CH:23][C:22]([I:25])=[CH:21][C:20]=2[F:26])=[C:4]([C:9]([N:11]2[CH2:12][CH:13]([C:15]([NH:51][CH2:52][CH2:53][OH:54])=[O:17])[CH2:14]2)=[O:10])[CH:5]=[CH:6][C:7]=1[F:8]. The yield is 0.580. (2) The reactants are [F:1][C:2]1[CH:3]=[C:4]([CH:7]=[CH:8][C:9]=1[OH:10])[CH:5]=[O:6].[CH2:11](Br)[C:12]1[CH:17]=[CH:16][CH:15]=[CH:14][CH:13]=1.C([O-])([O-])=O.[K+].[K+].CCOC(C)=O. The catalyst is CN(C=O)C.O. The product is [CH2:11]([O:10][C:9]1[CH:8]=[CH:7][C:4]([CH:5]=[O:6])=[CH:3][C:2]=1[F:1])[C:12]1[CH:17]=[CH:16][CH:15]=[CH:14][CH:13]=1. The yield is 0.810. (3) The reactants are [CH3:1][C:2]1[CH:7]=[CH:6][C:5]([C:8]2(C(C3CCCCO3)=O)[C:16]3[C:11](=[CH:12][CH:13]=[C:14]([C:17]4[N:21]=[CH:20][N:19](C5C=CC(C)=C(C)C=5C)[N:18]=4)[CH:15]=3)[NH:10][NH:9]2)=[CH:4][CH:3]=1.[OH-].[Na+]. The catalyst is Cl.O1CCOCC1. The product is [CH3:1][C:2]1[CH:7]=[CH:6][C:5]([C:8]2[C:16]3[C:11](=[CH:12][CH:13]=[C:14]([C:17]4[N:21]=[CH:20][NH:19][N:18]=4)[CH:15]=3)[NH:10][N:9]=2)=[CH:4][CH:3]=1. The yield is 0.400. (4) The reactants are Cl[C:2]1[CH:7]=[C:6]([O:8][CH2:9][CH2:10][N:11]2[C:16](=[O:17])[CH:15]=[CH:14][C:13]([C:18]3[CH:23]=[CH:22][CH:21]=[CH:20][CH:19]=3)=[N:12]2)[CH:5]=[CH:4][N:3]=1.[N:24]1([C:29]([NH2:31])=[O:30])[CH2:28][CH2:27][CH2:26][CH2:25]1.O.CC(C)([O-])C.[Na+].CC1(C)C2C=CC=C(P(C3C=CC=CC=3)C3C=CC=CC=3)C=2OC2C1=CC=CC=2P(C1C=CC=CC=1)C1C=CC=CC=1. The catalyst is C([O-])(=O)C.[Pd+2].C([O-])(=O)C.O1CCOCC1. The product is [O:17]=[C:16]1[N:11]([CH2:10][CH2:9][O:8][C:6]2[CH:5]=[CH:4][N:3]=[C:2]([NH:31][C:29]([N:24]3[CH2:28][CH2:27][CH2:26][CH2:25]3)=[O:30])[CH:7]=2)[N:12]=[C:13]([C:18]2[CH:23]=[CH:22][CH:21]=[CH:20][CH:19]=2)[CH:14]=[CH:15]1. The yield is 0.120. (5) The reactants are Cl[C:2]1[N:7]=[C:6]([C:8]2[N:12]3[CH:13]=[CH:14][CH:15]=[CH:16][C:11]3=[N:10][C:9]=2[C:17]2[CH:18]=[C:19]([CH:31]=[CH:32][CH:33]=2)[C:20]([NH:22][C:23]2[C:28]([F:29])=[CH:27][CH:26]=[CH:25][C:24]=2[F:30])=[O:21])[CH:5]=[CH:4][N:3]=1.[N:34]1([CH:40]2[CH2:45][CH2:44][N:43]([C:46]3[CH:52]=[CH:51][C:49]([NH2:50])=[C:48]([O:53][CH2:54][CH2:55][CH3:56])[CH:47]=3)[CH2:42][CH2:41]2)[CH2:39][CH2:38][CH2:37][CH2:36][CH2:35]1.N. The catalyst is CC(O)C.Cl.CO. The product is [N:34]1([CH:40]2[CH2:45][CH2:44][N:43]([C:46]3[CH:52]=[CH:51][C:49]([NH:50][C:2]4[N:7]=[C:6]([C:8]5[N:12]6[CH:13]=[CH:14][CH:15]=[CH:16][C:11]6=[N:10][C:9]=5[C:17]5[CH:18]=[C:19]([CH:31]=[CH:32][CH:33]=5)[C:20]([NH:22][C:23]5[C:28]([F:29])=[CH:27][CH:26]=[CH:25][C:24]=5[F:30])=[O:21])[CH:5]=[CH:4][N:3]=4)=[C:48]([O:53][CH2:54][CH2:55][CH3:56])[CH:47]=3)[CH2:42][CH2:41]2)[CH2:39][CH2:38][CH2:37][CH2:36][CH2:35]1. The yield is 0.580.